Predict which catalyst facilitates the given reaction. From a dataset of Catalyst prediction with 721,799 reactions and 888 catalyst types from USPTO. Reactant: [NH:1]([C:3]1[CH:8]=[CH:7][CH:6]=[CH:5][N:4]=1)[NH2:2].O=[C:10]1[CH2:14][CH2:13][CH2:12][CH:11]1[C:15]#[N:16].Cl. Product: [N:4]1[CH:5]=[CH:6][CH:7]=[CH:8][C:3]=1[NH:1][N:2]=[C:10]1[CH2:14][CH2:13][CH2:12][CH:11]1[C:15]#[N:16]. The catalyst class is: 5.